This data is from Forward reaction prediction with 1.9M reactions from USPTO patents (1976-2016). The task is: Predict the product of the given reaction. (1) Given the reactants [NH:1]1[CH2:6][CH2:5][CH:4]([N:7]([CH3:18])[C:8](=[O:17])[CH2:9][C:10]2[CH:15]=[CH:14][C:13]([F:16])=[CH:12][CH:11]=2)[CH2:3][CH2:2]1.Cl[CH2:20][CH2:21][C:22]([C:24]1[CH:29]=[CH:28][CH:27]=[CH:26][CH:25]=1)=[O:23].CCN(C(C)C)C(C)C.O, predict the reaction product. The product is: [C:24]1([C:22](=[O:23])[CH2:21][CH2:20][N:1]2[CH2:2][CH2:3][CH:4]([N:7]([CH3:18])[C:8](=[O:17])[CH2:9][C:10]3[CH:11]=[CH:12][C:13]([F:16])=[CH:14][CH:15]=3)[CH2:5][CH2:6]2)[CH:29]=[CH:28][CH:27]=[CH:26][CH:25]=1. (2) Given the reactants Cl.[NH2:2][C:3]([CH2:8][S:9][CH3:10])([CH2:6][OH:7])[CH2:4][OH:5].[CH2:11]([O:18][CH2:19][N:20]1[C:28]2[C:27]([Cl:29])=[N:26][CH:25]=[N:24][C:23]=2[C:22]([CH:30]=O)=[CH:21]1)[C:12]1[CH:17]=[CH:16][CH:15]=[CH:14][CH:13]=1.C([BH3-])#N.[Na+], predict the reaction product. The product is: [CH2:11]([O:18][CH2:19][N:20]1[C:28]2[C:27]([Cl:29])=[N:26][CH:25]=[N:24][C:23]=2[C:22]([CH2:30][NH:2][C:3]([CH2:8][S:9][CH3:10])([CH2:6][OH:7])[CH2:4][OH:5])=[CH:21]1)[C:12]1[CH:17]=[CH:16][CH:15]=[CH:14][CH:13]=1. (3) Given the reactants [C:1]([O:5][C:6]([NH:8][CH2:9][C:10]([OH:12])=O)=[O:7])([CH3:4])([CH3:3])[CH3:2].CCN(C(C)C)C(C)C.CN(C(ON1N=NC2C=CC=CC1=2)=[N+](C)C)C.F[P-](F)(F)(F)(F)F.Cl.[CH3:47][O:48][C:49]1[CH:50]=[C:51]([C:57]2[CH2:66][C:61]3([CH2:65][CH2:64][CH2:63][CH2:62]3)[C:60](=[O:67])[N:59]([CH:68]3[CH2:73][CH2:72][NH:71][CH2:70][CH2:69]3)[N:58]=2)[CH:52]=[CH:53][C:54]=1[O:55][CH3:56].C(=O)(O)[O-].[Na+], predict the reaction product. The product is: [CH3:47][O:48][C:49]1[CH:50]=[C:51]([C:57]2[CH2:66][C:61]3([CH2:62][CH2:63][CH2:64][CH2:65]3)[C:60](=[O:67])[N:59]([CH:68]3[CH2:69][CH2:70][N:71]([C:10](=[O:12])[CH2:9][NH:8][C:6](=[O:7])[O:5][C:1]([CH3:2])([CH3:3])[CH3:4])[CH2:72][CH2:73]3)[N:58]=2)[CH:52]=[CH:53][C:54]=1[O:55][CH3:56]. (4) The product is: [Cl:29][C:30]1[N:31]=[CH:32][C:33]([C:2]2[C:3]([N:22]3[CH2:26][CH2:25][C@H:24]([CH2:27][OH:28])[CH2:23]3)=[N:4][CH:5]=[C:6]([C:7]([NH:9][C:10]3[CH:11]=[CH:12][C:13]([O:16][C:17]([F:18])([F:19])[F:20])=[CH:14][CH:15]=3)=[O:8])[CH:21]=2)=[CH:34][C:35]=1[F:36]. Given the reactants Br[C:2]1[C:3]([N:22]2[CH2:26][CH2:25][C@H:24]([CH2:27][OH:28])[CH2:23]2)=[N:4][CH:5]=[C:6]([CH:21]=1)[C:7]([NH:9][C:10]1[CH:15]=[CH:14][C:13]([O:16][C:17]([F:20])([F:19])[F:18])=[CH:12][CH:11]=1)=[O:8].[Cl:29][C:30]1[C:35]([F:36])=[CH:34][C:33](B2OC(C)(C)C(C)(C)O2)=[CH:32][N:31]=1, predict the reaction product. (5) Given the reactants Br[C:2]1[CH:7]=[C:6]([O:8][CH3:9])[C:5]([Br:10])=[CH:4][C:3]=1[O:11][CH3:12].C([Li])CCC.[CH2:18]1[O:20][CH2:19]1, predict the reaction product. The product is: [Br:10][C:5]1[C:6]([O:8][CH3:9])=[CH:7][C:2]([CH2:18][CH2:19][OH:20])=[C:3]([O:11][CH3:12])[CH:4]=1. (6) Given the reactants [CH3:1][O:2][C:3]1[CH:4]=[C:5]([CH:8]=[CH:9][CH:10]=1)[CH:6]=O.[CH2:11]([NH2:14])[CH2:12][NH2:13].C([O-])([O-])=O.[K+].[K+].II, predict the reaction product. The product is: [NH3:13].[CH3:1][O:2][C:3]1[CH:4]=[C:5]([C:6]2[NH:13][CH2:12][CH2:11][N:14]=2)[CH:8]=[CH:9][CH:10]=1.